Predict the reaction yield, written as a fraction of the theoretical maximum amount of product (1.0 means a 100% yield; for example, 0.34 means a 34% yield). From a dataset of Reaction yield outcomes from USPTO patents with 853,638 reactions. (1) The reactants are [F:1][C:2]1[CH:34]=[CH:33][C:5]([CH2:6][N:7]2[C:16](=[O:17])[C:15]([C:18]3[NH:23][C:22]4[CH:24]=[CH:25][C:26](I)=[CH:27][C:21]=4[S:20](=[O:30])(=[O:29])[N:19]=3)=[C:14]([OH:31])[C@H:13]3[C@@H:8]2[C@H:9]2[CH2:32][C@@H:12]3[CH2:11][CH2:10]2)=[CH:4][CH:3]=1.[N:35]1[CH:40]=[CH:39][CH:38]=[C:37]([S:41]([NH2:44])(=[O:43])=[O:42])[CH:36]=1.N(CC(O)=O)C.P([O-])([O-])([O-])=O.[K+].[K+].[K+]. The catalyst is CN(C)C=O.[Cu]I. The product is [F:1][C:2]1[CH:34]=[CH:33][C:5]([CH2:6][N:7]2[C:16](=[O:17])[C:15]([C:18]3[NH:23][C:22]4[CH:24]=[CH:25][C:26]([NH:44][S:41]([C:37]5[CH:36]=[N:35][CH:40]=[CH:39][CH:38]=5)(=[O:43])=[O:42])=[CH:27][C:21]=4[S:20](=[O:30])(=[O:29])[N:19]=3)=[C:14]([OH:31])[C@H:13]3[C@@H:8]2[C@H:9]2[CH2:32][C@@H:12]3[CH2:11][CH2:10]2)=[CH:4][CH:3]=1. The yield is 0.540. (2) The reactants are Cl.[N:2]1([C:8]2[C:12]3[CH:13]=[CH:14][CH:15]=[CH:16][C:11]=3[S:10][N:9]=2)[CH2:7][CH2:6][NH:5][CH2:4][CH2:3]1.[F:17][C:18]1[CH:19]=[CH:20][C:21]([N+:28]([O-:30])=[O:29])=[C:22]([CH2:24][C:25](O)=[O:26])[CH:23]=1.C(N(CC)CC)C.O=C1N(P(Cl)(N2CCOC2=O)=O)CCO1. The catalyst is C(Cl)Cl. The product is [S:10]1[C:11]2[CH:16]=[CH:15][CH:14]=[CH:13][C:12]=2[C:8]([N:2]2[CH2:7][CH2:6][N:5]([C:25](=[O:26])[CH2:24][C:22]3[CH:23]=[C:18]([F:17])[CH:19]=[CH:20][C:21]=3[N+:28]([O-:30])=[O:29])[CH2:4][CH2:3]2)=[N:9]1. The yield is 0.500.